This data is from Reaction yield outcomes from USPTO patents with 853,638 reactions. The task is: Predict the reaction yield, written as a fraction of the theoretical maximum amount of product (1.0 means a 100% yield; for example, 0.34 means a 34% yield). (1) The reactants are [CH3:1][C:2]1[N:3]=[C:4]([CH2:24][CH2:25][CH3:26])[N:5]([CH2:9][C:10]2[CH:15]=[CH:14][C:13]([C:16]3[C:17]([C:22]#[N:23])=[CH:18][CH:19]=[CH:20][CH:21]=3)=[CH:12][CH:11]=2)[C:6](=[O:8])[CH:7]=1.C([O-])(=O)C.[Na+].[Br:32]Br. The catalyst is C(O)(=O)C.C(OCC)(=O)C. The product is [Br:32][C:7]1[C:6](=[O:8])[N:5]([CH2:9][C:10]2[CH:15]=[CH:14][C:13]([C:16]3[C:17]([C:22]#[N:23])=[CH:18][CH:19]=[CH:20][CH:21]=3)=[CH:12][CH:11]=2)[C:4]([CH2:24][CH2:25][CH3:26])=[N:3][C:2]=1[CH3:1]. The yield is 0.640. (2) The reactants are S(Cl)(Cl)=O.[Br:5][C:6]1[CH:7]=[C:8]([C:13](=[O:29])[CH2:14][C:15]([C:21]2[CH:26]=[C:25]([Cl:27])[CH:24]=[C:23]([Cl:28])[CH:22]=2)(O)[C:16]([F:19])([F:18])[F:17])[CH:9]=[CH:10][C:11]=1[F:12].N1C=CC=CC=1.Cl. The catalyst is C1(C)C=CC=CC=1. The product is [Br:5][C:6]1[CH:7]=[C:8]([C:13](=[O:29])[CH:14]=[C:15]([C:21]2[CH:22]=[C:23]([Cl:28])[CH:24]=[C:25]([Cl:27])[CH:26]=2)[C:16]([F:17])([F:18])[F:19])[CH:9]=[CH:10][C:11]=1[F:12]. The yield is 0.970. (3) The reactants are [Cl:1][C:2]1[CH:11]=[C:10]([CH:12]=[CH2:13])[CH:9]=[CH:8][C:3]=1[C:4]([O:6][CH3:7])=[O:5]. The catalyst is [O-]S([O-])(=O)=O.[Ba+2].[Pd].C(OCC)(=O)C. The product is [Cl:1][C:2]1[CH:11]=[C:10]([CH2:12][CH3:13])[CH:9]=[CH:8][C:3]=1[C:4]([O:6][CH3:7])=[O:5]. The yield is 0.960. (4) The reactants are [N:1]1[CH:6]=[CH:5][CH:4]=[C:3]([C:7]2[CH2:12][CH2:11][CH2:10][C:9](=[O:13])[CH:8]=2)[CH:2]=1.[BH4-].[Na+]. The catalyst is CCO.CO.[Pd]. The product is [N:1]1[CH:6]=[CH:5][CH:4]=[C:3]([C@@H:7]2[CH2:12][CH2:11][CH2:10][C@H:9]([OH:13])[CH2:8]2)[CH:2]=1. The yield is 0.750. (5) The reactants are [CH3:1][O:2][C:3]1[CH:18]=[CH:17][C:6]2[CH:7]3[C:14]4([CH2:15][CH2:16][C:5]=2[CH:4]=1)[CH:10]([CH2:11][NH:12][CH2:13]4)[CH2:9][CH2:8]3.C=O.[BH3-][C:22]#N.[Na+]. The catalyst is CO. The product is [CH3:1][O:2][C:3]1[CH:18]=[CH:17][C:6]2[CH:7]3[C:14]4([CH2:15][CH2:16][C:5]=2[CH:4]=1)[CH:10]([CH2:11][N:12]([CH3:22])[CH2:13]4)[CH2:9][CH2:8]3. The yield is 0.989. (6) The reactants are [Br:1][C:2]1[C:10]2[C:9](=[O:11])[N:8]([CH3:12])[C:7](=[O:13])[N:6]([CH2:14][CH:15]([CH3:17])[CH3:16])[C:5]=2[S:4][C:3]=1[CH:18](O)[C:19]1[CH:24]=[CH:23][CH:22]=[CH:21][C:20]=1[C:25]([F:28])([F:27])[F:26].FC(F)(F)C(O)=O.C(Cl)Cl. The catalyst is C([SiH](CC)CC)C. The product is [Br:1][C:2]1[C:10]2[C:9](=[O:11])[N:8]([CH3:12])[C:7](=[O:13])[N:6]([CH2:14][CH:15]([CH3:16])[CH3:17])[C:5]=2[S:4][C:3]=1[CH2:18][C:19]1[CH:24]=[CH:23][CH:22]=[CH:21][C:20]=1[C:25]([F:26])([F:27])[F:28]. The yield is 0.845.